Regression. Given two drug SMILES strings and cell line genomic features, predict the synergy score measuring deviation from expected non-interaction effect. From a dataset of NCI-60 drug combinations with 297,098 pairs across 59 cell lines. (1) Drug 1: CC12CCC3C(C1CCC2O)C(CC4=C3C=CC(=C4)O)CCCCCCCCCS(=O)CCCC(C(F)(F)F)(F)F. Drug 2: CCC1=C2CN3C(=CC4=C(C3=O)COC(=O)C4(CC)O)C2=NC5=C1C=C(C=C5)O. Cell line: K-562. Synergy scores: CSS=16.6, Synergy_ZIP=13.2, Synergy_Bliss=12.8, Synergy_Loewe=-33.4, Synergy_HSA=-0.197. (2) Drug 1: C1=CC(=CC=C1CCC2=CNC3=C2C(=O)NC(=N3)N)C(=O)NC(CCC(=O)O)C(=O)O. Drug 2: C1C(C(OC1N2C=C(C(=O)NC2=O)F)CO)O. Cell line: UACC-257. Synergy scores: CSS=26.0, Synergy_ZIP=-1.80, Synergy_Bliss=1.60, Synergy_Loewe=2.34, Synergy_HSA=4.89. (3) Drug 1: CC1=C(C=C(C=C1)C(=O)NC2=CC(=CC(=C2)C(F)(F)F)N3C=C(N=C3)C)NC4=NC=CC(=N4)C5=CN=CC=C5. Drug 2: CCN(CC)CCNC(=O)C1=C(NC(=C1C)C=C2C3=C(C=CC(=C3)F)NC2=O)C. Cell line: HL-60(TB). Synergy scores: CSS=-16.6, Synergy_ZIP=10.6, Synergy_Bliss=3.35, Synergy_Loewe=-20.8, Synergy_HSA=-19.4. (4) Drug 1: CN1C(=O)N2C=NC(=C2N=N1)C(=O)N. Drug 2: C1=CC=C(C(=C1)C(C2=CC=C(C=C2)Cl)C(Cl)Cl)Cl. Cell line: SN12C. Synergy scores: CSS=-5.27, Synergy_ZIP=4.86, Synergy_Bliss=7.90, Synergy_Loewe=-1.65, Synergy_HSA=-1.68. (5) Synergy scores: CSS=1.52, Synergy_ZIP=8.03, Synergy_Bliss=3.55, Synergy_Loewe=-33.8, Synergy_HSA=-16.9. Drug 2: C1=CC=C(C=C1)NC(=O)CCCCCCC(=O)NO. Cell line: CCRF-CEM. Drug 1: C1=CC(=CC=C1C#N)C(C2=CC=C(C=C2)C#N)N3C=NC=N3. (6) Drug 1: CN(CC1=CN=C2C(=N1)C(=NC(=N2)N)N)C3=CC=C(C=C3)C(=O)NC(CCC(=O)O)C(=O)O. Drug 2: CC1CCCC2(C(O2)CC(NC(=O)CC(C(C(=O)C(C1O)C)(C)C)O)C(=CC3=CSC(=N3)C)C)C. Cell line: COLO 205. Synergy scores: CSS=36.8, Synergy_ZIP=-4.58, Synergy_Bliss=-5.01, Synergy_Loewe=-6.82, Synergy_HSA=-4.97.